From a dataset of Full USPTO retrosynthesis dataset with 1.9M reactions from patents (1976-2016). Predict the reactants needed to synthesize the given product. (1) Given the product [CH3:1][C:2]1[CH:7]=[CH:6][CH:5]=[C:4]([O:8][CH2:13][CH:15]2[CH2:16][O:17]2)[C:3]=1[NH:9][C:10](=[O:12])[CH3:11], predict the reactants needed to synthesize it. The reactants are: [CH3:1][C:2]1[C:3]([NH:9][C:10](=[O:12])[CH3:11])=[C:4]([OH:8])[CH:5]=[CH:6][CH:7]=1.[CH2:13]([CH:15]1[O:17][CH2:16]1)Cl.[OH-].[Na+].CCOC(C)=O. (2) Given the product [CH3:23][C:20]1[CH:19]=[CH:18][C:17]([S:14]([O:13][CH2:12][C@H:6]([CH2:5][OH:4])[CH2:7][CH2:8][CH:9]2[CH2:11][O:10]2)(=[O:16])=[O:15])=[CH:22][CH:21]=1, predict the reactants needed to synthesize it. The reactants are: C([O:4][CH2:5][C@@H:6]([CH2:12][O:13][S:14]([C:17]1[CH:22]=[CH:21][C:20]([CH3:23])=[CH:19][CH:18]=1)(=[O:16])=[O:15])[CH2:7][CH2:8][CH:9]1[CH2:11][O:10]1)(=O)C.C([O-])([O-])=O.[K+].[K+].